Dataset: Reaction yield outcomes from USPTO patents with 853,638 reactions. Task: Predict the reaction yield, written as a fraction of the theoretical maximum amount of product (1.0 means a 100% yield; for example, 0.34 means a 34% yield). (1) The reactants are [C@@H:1]1([NH:10][C:11]2[C:12]3[CH:19]=[CH:18][N:17]([C@H:20]4[CH2:36][C@@H:23]5[O:24]C(C6C=CC(OC)=CC=6)[O:26][CH2:27][C@@H:22]5[CH2:21]4)[C:13]=3[N:14]=[CH:15][N:16]=2)[C:9]2[C:4](=[CH:5][CH:6]=[CH:7][CH:8]=2)[CH2:3][CH2:2]1.O.CC(O)=O. The catalyst is C1COCC1. The product is [C@@H:1]1([NH:10][C:11]2[C:12]3[CH:19]=[CH:18][N:17]([C@H:20]4[CH2:36][C@H:23]([OH:24])[C@H:22]([CH2:27][OH:26])[CH2:21]4)[C:13]=3[N:14]=[CH:15][N:16]=2)[C:9]2[C:4](=[CH:5][CH:6]=[CH:7][CH:8]=2)[CH2:3][CH2:2]1. The yield is 0.980. (2) The reactants are [Mg].II.COS(=O)(=O)[O:7][CH3:8].BrBr.Br[C:14]1[CH:21]=[CH:20][CH:19]=[CH:18][C:15]=1[CH:16]=O.Cl. The catalyst is C1COCC1. The product is [CH3:16][C:15]1[CH:18]=[CH:19][CH:20]=[CH:21][C:14]=1[CH:8]=[O:7]. The yield is 0.708. (3) The reactants are [CH3:1][C:2]1[CH:7]=[CH:6][N:5]=[CH:4][C:3]=1[C:8]1[CH:17]=[C:16]2[C:11]([CH:12]=[C:13]([NH2:18])[N:14]=[CH:15]2)=[CH:10][CH:9]=1.[F:19][C@H:20]1[CH2:22][C@H:21]1[C:23](O)=[O:24].CN(C(ON1N=NC2C=CC=NC1=2)=[N+](C)C)C.F[P-](F)(F)(F)(F)F.C(N(CC)C(C)C)(C)C. The catalyst is CN(C)C=O.C(OCC)(=O)C. The product is [F:19][C@H:20]1[CH2:22][C@H:21]1[C:23]([NH:18][C:13]1[N:14]=[CH:15][C:16]2[C:11]([CH:12]=1)=[CH:10][CH:9]=[C:8]([C:3]1[CH:4]=[N:5][CH:6]=[CH:7][C:2]=1[CH3:1])[CH:17]=2)=[O:24]. The yield is 0.230. (4) The reactants are [CH3:1][O:2][C:3]1[CH:28]=[CH:27][C:6]([CH2:7][N:8]2[C:12]3=[N:13][CH:14]=[CH:15][C:16]([O:17][C:18]4[CH:23]=[CH:22][C:21](N)=[CH:20][C:19]=4[F:25])=[C:11]3[C:10]([I:26])=[N:9]2)=[CH:5][CH:4]=1.[F:29][C:30]1[CH:35]=[CH:34][C:33]([NH:36][C:37]([C:39]2([C:42](F)=[O:43])[CH2:41][CH2:40]2)=[O:38])=[CH:32][CH:31]=1.C(#[N:47])C. No catalyst specified. The product is [CH3:1][O:2][C:3]1[CH:4]=[CH:5][C:6]([CH2:7][N:8]2[C:12]3=[N:13][CH:14]=[CH:15][C:16]([O:17][C:18]4[CH:23]=[CH:22][C:21]([N:36]([C:33]5[CH:34]=[CH:35][C:30]([F:29])=[CH:31][CH:32]=5)[C:37]([C:39]5([C:42]([NH2:47])=[O:43])[CH2:41][CH2:40]5)=[O:38])=[CH:20][C:19]=4[F:25])=[C:11]3[C:10]([I:26])=[N:9]2)=[CH:27][CH:28]=1. The yield is 0.750. (5) The reactants are [F:1][C:2]1[CH:3]=[C:4]([C:8]2[N:13]=[C:12]([CH3:14])[C:11]([C:15]([OH:17])=O)=[CH:10][N:9]=2)[CH:5]=[CH:6][CH:7]=1.C(C1NC=CN=1)(C1NC=CN=1)=O.[C:30]([O:34][C:35](=[O:46])[NH:36][CH2:37][C:38]1[CH:43]=[CH:42][CH:41]=[C:40]([CH2:44][NH2:45])[CH:39]=1)([CH3:33])([CH3:32])[CH3:31]. The catalyst is C1COCC1.CCOC(C)=O. The product is [C:30]([O:34][C:35](=[O:46])[NH:36][CH2:37][C:38]1[CH:43]=[CH:42][CH:41]=[C:40]([CH2:44][NH:45][C:15]([C:11]2[C:12]([CH3:14])=[N:13][C:8]([C:4]3[CH:5]=[CH:6][CH:7]=[C:2]([F:1])[CH:3]=3)=[N:9][CH:10]=2)=[O:17])[CH:39]=1)([CH3:33])([CH3:31])[CH3:32]. The yield is 0.800. (6) The reactants are [F:1][C:2]([F:15])([F:14])[C:3]1[CH:4]=[C:5]([CH:7]=[C:8]([C:10]([F:13])([F:12])[F:11])[CH:9]=1)[NH2:6].Br[CH2:17][CH2:18][OH:19]. No catalyst specified. The product is [F:1][C:2]([F:14])([F:15])[C:3]1[CH:4]=[C:5]([NH:6][CH2:17][CH2:18][OH:19])[CH:7]=[C:8]([C:10]([F:11])([F:12])[F:13])[CH:9]=1. The yield is 0.580.